From a dataset of Forward reaction prediction with 1.9M reactions from USPTO patents (1976-2016). Predict the product of the given reaction. (1) Given the reactants [C:1]12([CH2:11][NH:12][C:13](=[O:21])[C:14]3[CH:19]=[CH:18][CH:17]=[N:16][C:15]=3[CH3:20])[CH2:10][CH:5]3[CH2:6][CH:7]([CH2:9][CH:3]([CH2:4]3)[CH2:2]1)[CH2:8]2.[Br:22][CH2:23][C:24]([C:26]1[CH:27]=[C:28]([CH:31]=[CH:32][CH:33]=1)[C:29]#[N:30])=[O:25], predict the reaction product. The product is: [Br-:22].[C:1]12([CH2:11][NH:12][C:13]([C:14]3[C:15]([CH3:20])=[N+:16]([CH2:23][C:24]([C:26]4[CH:33]=[CH:32][CH:31]=[C:28]([C:29]#[N:30])[CH:27]=4)=[O:25])[CH:17]=[CH:18][CH:19]=3)=[O:21])[CH2:10][CH:5]3[CH2:6][CH:7]([CH2:9][CH:3]([CH2:4]3)[CH2:2]1)[CH2:8]2. (2) Given the reactants [CH3:1][O:2][C:3]1[CH:8]=[CH:7][C:6]([CH:9]([C:46]2[CH:51]=[CH:50][C:49]([O:52][CH3:53])=[CH:48][CH:47]=2)[O:10][CH:11]([C:40]2[CH:45]=[CH:44][CH:43]=[CH:42][CH:41]=2)[CH:12]2[O:16][CH:15]([N:17]3[C:25]4[C:20](=[CH:21][C:22]([N+:26]([O-:28])=[O:27])=[CH:23][CH:24]=4)[C:19]([C:29]#[C:30][CH2:31][NH:32]C(=O)C(F)(F)F)=[CH:18]3)[CH2:14][CH:13]2[OH:39])=[CH:5][CH:4]=1, predict the reaction product. The product is: [CH3:1][O:2][C:3]1[CH:4]=[CH:5][C:6]([CH:9]([C:46]2[CH:51]=[CH:50][C:49]([O:52][CH3:53])=[CH:48][CH:47]=2)[O:10][CH:11]([C:40]2[CH:45]=[CH:44][CH:43]=[CH:42][CH:41]=2)[CH:12]2[O:16][CH:15]([N:17]3[C:25]4[C:20](=[CH:21][C:22]([N+:26]([O-:28])=[O:27])=[CH:23][CH:24]=4)[C:19]([C:29]#[C:30][CH2:31][NH2:32])=[CH:18]3)[CH2:14][CH:13]2[OH:39])=[CH:7][CH:8]=1. (3) The product is: [CH3:15][O:14][N:12]([CH3:13])[C:10](=[O:11])[CH:9]=[CH:8][C:4]1[CH:3]=[C:2]([C:21]2[CH:22]=[CH:23][C:18]([S:17][CH3:16])=[CH:19][CH:20]=2)[CH:7]=[CH:6][CH:5]=1. Given the reactants Br[C:2]1[CH:3]=[C:4]([CH:8]=[CH:9][C:10]([N:12]([O:14][CH3:15])[CH3:13])=[O:11])[CH:5]=[CH:6][CH:7]=1.[CH3:16][S:17][C:18]1[CH:23]=[CH:22][C:21](B(O)O)=[CH:20][CH:19]=1.C(=O)([O-])[O-].[Na+].[Na+], predict the reaction product. (4) Given the reactants [Cl:1][C:2]1[C:7]([Cl:8])=[CH:6][CH:5]=[CH:4][C:3]=1[N:9]1[CH2:14][CH2:13][N:12]([CH2:15][CH2:16][CH2:17][CH2:18][O:19][C:20]2[CH:25]=[CH:24][C:23]([CH3:26])=[C:22]([N+:27]([O-])=O)[CH:21]=2)[CH2:11][CH2:10]1.[Cl-].[NH4+], predict the reaction product. The product is: [Cl:1][C:2]1[C:7]([Cl:8])=[CH:6][CH:5]=[CH:4][C:3]=1[N:9]1[CH2:10][CH2:11][N:12]([CH2:15][CH2:16][CH2:17][CH2:18][O:19][C:20]2[CH:25]=[CH:24][C:23]([CH3:26])=[C:22]([CH:21]=2)[NH2:27])[CH2:13][CH2:14]1.